Dataset: Forward reaction prediction with 1.9M reactions from USPTO patents (1976-2016). Task: Predict the product of the given reaction. Given the reactants Br[C:2]1[CH:3]=[C:4]([CH:8]2[NH:13][C:12](=[O:14])[NH:11][C:10]([CH3:15])=[C:9]2[C:16]#[N:17])[CH:5]=[CH:6][CH:7]=1.[N:18]1[CH:23]=[CH:22][C:21](B(O)O)=[CH:20][CH:19]=1.C(=O)([O-])[O-].[K+].[K+], predict the reaction product. The product is: [C:16]([C:9]1[CH:8]([C:4]2[CH:5]=[CH:6][CH:7]=[C:2]([C:21]3[CH:22]=[CH:23][N:18]=[CH:19][CH:20]=3)[CH:3]=2)[NH:13][C:12](=[O:14])[NH:11][C:10]=1[CH3:15])#[N:17].